The task is: Regression. Given two drug SMILES strings and cell line genomic features, predict the synergy score measuring deviation from expected non-interaction effect.. This data is from NCI-60 drug combinations with 297,098 pairs across 59 cell lines. Drug 1: C1=NC2=C(N1)C(=S)N=CN2. Drug 2: C1CC(=O)NC(=O)C1N2C(=O)C3=CC=CC=C3C2=O. Cell line: NCI/ADR-RES. Synergy scores: CSS=27.1, Synergy_ZIP=2.86, Synergy_Bliss=3.03, Synergy_Loewe=-24.3, Synergy_HSA=1.08.